This data is from Full USPTO retrosynthesis dataset with 1.9M reactions from patents (1976-2016). The task is: Predict the reactants needed to synthesize the given product. Given the product [F:17][C:2]([F:1])([F:16])[CH:3]([C:5]1[CH:10]=[CH:9][N:8]=[C:7]([CH2:11][C:12]([O-:14])=[O:13])[CH:6]=1)[CH3:4].[Li+:18], predict the reactants needed to synthesize it. The reactants are: [F:1][C:2]([F:17])([F:16])[CH:3]([C:5]1[CH:10]=[CH:9][N:8]=[C:7]([CH2:11][C:12]([O:14]C)=[O:13])[CH:6]=1)[CH3:4].[Li+:18].[OH-].